From a dataset of Forward reaction prediction with 1.9M reactions from USPTO patents (1976-2016). Predict the product of the given reaction. (1) Given the reactants [CH2:1]([C:4]1[CH:9]=[CH:8][CH:7]=[CH:6][C:5]=1[OH:10])[CH2:2][CH3:3].[C:11](Cl)(=[O:14])[CH2:12][CH3:13].[Al+3].[Cl-].[Cl-].[Cl-], predict the reaction product. The product is: [OH:10][C:5]1[CH:6]=[CH:7][C:8]([C:11](=[O:14])[CH2:12][CH3:13])=[CH:9][C:4]=1[CH2:1][CH2:2][CH3:3]. (2) Given the reactants [CH3:1][C:2]1[CH:7]=[CH:6][C:5]([S:8]([N:11]2[C:19]3[C:14](=[N+:15]([O-])[CH:16]=[CH:17][CH:18]=3)[CH:13]=[CH:12]2)(=[O:10])=[O:9])=[CH:4][CH:3]=1.C(=O)(OC(Cl)(Cl)Cl)OC(Cl)(Cl)[Cl:24].C(NC(C)C)(C)C.CCOC(C)=O, predict the reaction product. The product is: [Cl:24][C:16]1[N:15]=[C:14]2[CH:13]=[CH:12][N:11]([S:8]([C:5]3[CH:6]=[CH:7][C:2]([CH3:1])=[CH:3][CH:4]=3)(=[O:10])=[O:9])[C:19]2=[CH:18][CH:17]=1. (3) Given the reactants [F:1][C:2]1[CH:33]=[CH:32][C:5]([CH2:6][N:7]2[CH:15]=[C:14]3[C:9]([CH:10]=[C:11]([C:16]4[CH:17]=[C:18]([CH:26]5[CH2:31][CH2:30][NH:29][CH2:28][CH2:27]5)[N:19]5[C:24]=4[C:23]([NH2:25])=[N:22][CH:21]=[N:20]5)[CH:12]=[CH:13]3)=[N:8]2)=[CH:4][CH:3]=1.Cl[CH2:35][C:36](N(C)C)=[O:37], predict the reaction product. The product is: [C:36]([N:29]1[CH2:28][CH2:27][CH:26]([C:18]2[N:19]3[C:24]([C:23]([NH2:25])=[N:22][CH:21]=[N:20]3)=[C:16]([C:11]3[CH:12]=[CH:13][C:14]4[C:9]([CH:10]=3)=[N:8][N:7]([CH2:6][C:5]3[CH:4]=[CH:3][C:2]([F:1])=[CH:33][CH:32]=3)[CH:15]=4)[CH:17]=2)[CH2:31][CH2:30]1)(=[O:37])[CH3:35].